Dataset: CYP2C19 inhibition data for predicting drug metabolism from PubChem BioAssay. Task: Regression/Classification. Given a drug SMILES string, predict its absorption, distribution, metabolism, or excretion properties. Task type varies by dataset: regression for continuous measurements (e.g., permeability, clearance, half-life) or binary classification for categorical outcomes (e.g., BBB penetration, CYP inhibition). Dataset: cyp2c19_veith. (1) The molecule is COc1ccc(OCC(O)COc2ccc(C(=O)O)cc2)cc1. The result is 0 (non-inhibitor). (2) The compound is COc1cc(OC)nc(Oc2ccccc2C(=O)Oc2cccc(C)c2)n1. The result is 1 (inhibitor). (3) The molecule is CC(=O)NCCNc1nc(-c2c(C)noc2C)nc2ccccc12. The result is 0 (non-inhibitor). (4) The compound is OCCNc1nc(SCc2ccccc2)nc2sc3c(c12)CCC3. The result is 1 (inhibitor). (5) The drug is CN(C)CCn1c(=O)n(Cc2ccco2)c(=O)c2c3c(sc21)CCCCC3. The result is 1 (inhibitor). (6) The molecule is Cc1ccc(S(=O)(=O)NC(=O)OC23COCN2COC3)cc1. The result is 0 (non-inhibitor). (7) The result is 0 (non-inhibitor). The molecule is CN[C@@H](C)CCC=C(C)C.CN[C@@H](C)CCC=C(C)C.O=C(O)[C@@H](O)[C@@H](O)[C@@H](O)[C@@H](O)C(=O)O.